This data is from Full USPTO retrosynthesis dataset with 1.9M reactions from patents (1976-2016). The task is: Predict the reactants needed to synthesize the given product. (1) Given the product [C:14]([C:2]1[CH:11]=[C:10]([O:12][CH3:13])[CH:9]=[CH:8][C:3]=1[C:4]([O:6][CH3:7])=[O:5])(=[O:16])[CH3:15], predict the reactants needed to synthesize it. The reactants are: Br[C:2]1[CH:11]=[C:10]([O:12][CH3:13])[CH:9]=[CH:8][C:3]=1[C:4]([O:6][CH3:7])=[O:5].[CH:14]([O:16]CCCC)=[CH2:15].C1C=CC(P(C2C=CC=CC=2)C2C=CC=CC=2)=CC=1.CCN(CC)CC. (2) Given the product [ClH:47].[C:19]1([CH:3]([C:4]2[CH:5]=[CH:6][CH:7]=[CH:8][CH:9]=2)[C@@H:2]([NH2:1])[CH:10]=[CH:40][S:42]([CH:45]=[CH:46][C@H:2]([NH2:1])[CH:3]([C:19]2[CH:20]=[CH:21][CH:22]=[CH:23][CH:24]=2)[C:4]2[CH:9]=[CH:8][CH:7]=[CH:6][CH:5]=2)(=[O:44])=[O:43])[CH:24]=[CH:23][CH:22]=[CH:21][CH:20]=1, predict the reactants needed to synthesize it. The reactants are: [NH:1](C(OC(C)(C)C)=O)[C@@H:2]([CH:10]=O)[CH2:3][C:4]1[CH:9]=[CH:8][CH:7]=[CH:6][CH:5]=1.[C:19]1(S(CP(OCC)(=O)OCC)(=O)=O)[CH:24]=[CH:23][CH:22]=[CH:21][CH:20]=1.C[O-].[Na+].[CH:40]([S:42]([CH:45]=[CH2:46])(=[O:44])=[O:43])=C.[ClH:47]. (3) Given the product [CH2:24]([CH:26]([CH2:30][CH3:31])[CH2:27][C:2]([NH:7][CH:6]([C:8]1[CH:13]=[CH:12][CH:11]=[CH:10][CH:9]=1)[CH2:5][OH:4])([CH3:1])[C:3]([OH:14])=[O:16])[CH3:25], predict the reactants needed to synthesize it. The reactants are: [CH3:1][C:2]1[C:3](=[O:14])[O:4][CH2:5][C@H:6]([C:8]2[CH:13]=[CH:12][CH:11]=[CH:10][CH:9]=2)[N:7]=1.[B-](F)(F)(F)[O+:16]1CCCC1.[CH2:24]([CH:26]([CH2:30][CH3:31])[CH2:27][Mg]Br)[CH3:25].O1CCCC1.C(O)(=O)C.[Cl-].[NH4+]. (4) Given the product [CH3:1][O:2][C@@H:3]1[C@H:9]2[O:10][CH2:11][C@@H:12]([O:13][S:21]([CH3:20])(=[O:23])=[O:22])[C@H:8]2[O:7][C@H:4]1[O:5][CH3:6], predict the reactants needed to synthesize it. The reactants are: [CH3:1][O:2][C@@H:3]1[C@H:9]2[O:10][CH2:11][C@@H:12]([OH:13])[C@H:8]2[O:7][C@H:4]1[O:5][CH3:6].N1C=CC=CC=1.[CH3:20][S:21](Cl)(=[O:23])=[O:22]. (5) Given the product [CH3:16][O:15][C:6]1[CH:7]=[C:8]([O:13][CH3:14])[CH:9]=[C:10]([O:11][CH3:12])[C:5]=1[C:3]1[N:17]=[C:18]([NH2:20])[S:19][CH:2]=1, predict the reactants needed to synthesize it. The reactants are: Br[CH2:2][C:3]([C:5]1[C:10]([O:11][CH3:12])=[CH:9][C:8]([O:13][CH3:14])=[CH:7][C:6]=1[O:15][CH3:16])=O.[NH2:17][C:18]([NH2:20])=[S:19]. (6) The reactants are: CN(C)C1C=CC=CC=1.[CH2:10]([C:14]1[N:19]=[C:18]([C:20]2[CH:25]=[CH:24][CH:23]=[C:22]([F:26])[CH:21]=2)[NH:17][C:16](=O)[CH:15]=1)[CH2:11][CH2:12][CH3:13].P(Cl)(Cl)([Cl:30])=O. Given the product [CH2:10]([C:14]1[CH:15]=[C:16]([Cl:30])[N:17]=[C:18]([C:20]2[CH:25]=[CH:24][CH:23]=[C:22]([F:26])[CH:21]=2)[N:19]=1)[CH2:11][CH2:12][CH3:13], predict the reactants needed to synthesize it. (7) Given the product [NH2:19][C:7]1[N:6]=[C:5]([NH:4][CH2:3][C:2]([NH:1][C:24](=[O:23])[O:26][C:27]([CH3:30])([CH3:29])[CH3:28])([CH3:21])[CH3:20])[CH:10]=[C:9]([C:11]2[CH:16]=[CH:15][CH:14]=[C:13]([CH3:17])[C:12]=2[CH3:18])[N:8]=1, predict the reactants needed to synthesize it. The reactants are: [NH2:1][C:2]([CH3:21])([CH3:20])[CH2:3][NH:4][C:5]1[CH:10]=[C:9]([C:11]2[CH:16]=[CH:15][CH:14]=[C:13]([CH3:17])[C:12]=2[CH3:18])[N:8]=[C:7]([NH2:19])[N:6]=1.C(=O)(OC(C)(C)C)[O:23][C:24]([O:26][C:27]([CH3:30])([CH3:29])[CH3:28])=O.CCN(CC)CC. (8) Given the product [CH3:1][O:2][C:3]1[CH:4]=[CH:5][C:6]([CH2:7][CH:8]2[C:17]3[C:12](=[CH:13][C:14]([O:20][CH3:21])=[C:15]([O:18][CH3:19])[CH:16]=3)[CH2:11][CH2:10][N:9]2[CH2:25][C:26]([NH:36][CH2:29][C:30]2[CH:35]=[CH:34][CH:33]=[CH:32][CH:31]=2)=[O:27])=[CH:22][CH:23]=1, predict the reactants needed to synthesize it. The reactants are: [CH3:1][O:2][C:3]1[CH:23]=[CH:22][C:6]([CH2:7][CH:8]2[C:17]3[C:12](=[CH:13][C:14]([O:20][CH3:21])=[C:15]([O:18][CH3:19])[CH:16]=3)[CH2:11][CH2:10][NH:9]2)=[CH:5][CH:4]=1.Br[CH2:25][C:26](Br)=[O:27].[CH2:29]([NH2:36])[C:30]1[CH:35]=[CH:34][CH:33]=[CH:32][CH:31]=1. (9) Given the product [CH3:21][CH:20]([CH3:22])[CH2:19][C:18]([NH:17][C:16]1[C:11]([C:9]([OH:10])=[O:32])=[N:12][CH:13]=[CH:14][N:15]=1)=[O:23], predict the reactants needed to synthesize it. The reactants are: C(N[C:9]([C:11]1[C:16]([NH:17][C:18](=[O:23])[CH2:19][CH:20]([CH3:22])[CH3:21])=[N:15][CH:14]=[CH:13][N:12]=1)=[O:10])C1C=CC=CC=1.NC1C(C(O)=[O:32])=NC=CN=1.C(N(C(C)C)CC)(C)C.C(Cl)(=O)CC(C)C. (10) The reactants are: [F:1][C@@H:2]1[CH2:7][C@@H:6]([C:8]([O:10][CH3:11])=[O:9])[C@H:5]([C:12]2[N:13]=[C:14]([CH3:17])[S:15][CH:16]=2)[CH2:4][CH2:3]1.[Br:18]Br.[O-]S([O-])=O.[Na+].[Na+]. Given the product [Br:18][C:16]1[S:15][C:14]([CH3:17])=[N:13][C:12]=1[C@@H:5]1[CH2:4][CH2:3][C@H:2]([F:1])[CH2:7][C@H:6]1[C:8]([O:10][CH3:11])=[O:9], predict the reactants needed to synthesize it.